This data is from Peptide-MHC class I binding affinity with 185,985 pairs from IEDB/IMGT. The task is: Regression. Given a peptide amino acid sequence and an MHC pseudo amino acid sequence, predict their binding affinity value. This is MHC class I binding data. (1) The peptide sequence is SGPQGLYM. The MHC is H-2-Db with pseudo-sequence H-2-Db. The binding affinity (normalized) is 0.152. (2) The MHC is HLA-B40:01 with pseudo-sequence HLA-B40:01. The binding affinity (normalized) is 0.265. The peptide sequence is GDEALSGFL.